Dataset: Full USPTO retrosynthesis dataset with 1.9M reactions from patents (1976-2016). Task: Predict the reactants needed to synthesize the given product. Given the product [C:45]([CH2:44][C:40]1([N:38]2[CH2:39][CH:35]([C:34]3[C:29]4[CH:28]=[CH:27][NH:26][C:30]=4[N:31]=[CH:32][N:33]=3)[CH:36]=[N:37]2)[CH2:43][N:42]([C:2]2[CH:10]=[CH:9][C:5]([C:6]([N:14]([CH:15]3[CH2:17][CH2:16]3)[CH3:13])=[O:8])=[CH:4][C:3]=2[F:11])[CH2:41]1)#[N:46], predict the reactants needed to synthesize it. The reactants are: Br[C:2]1[CH:10]=[CH:9][C:5]([C:6]([OH:8])=O)=[CH:4][C:3]=1[F:11].Cl.[CH3:13][NH:14][CH:15]1[CH2:17][CH2:16]1.Cl.Cl.C[Si](C)(C)CCOC[N:26]1[C:30]2[N:31]=[CH:32][N:33]=[C:34]([C:35]3[CH:36]=[N:37][N:38]([C:40]4([CH2:44][C:45]#[N:46])[CH2:43][NH:42][CH2:41]4)[CH:39]=3)[C:29]=2[CH:28]=[CH:27]1.